From a dataset of Reaction yield outcomes from USPTO patents with 853,638 reactions. Predict the reaction yield, written as a fraction of the theoretical maximum amount of product (1.0 means a 100% yield; for example, 0.34 means a 34% yield). (1) The reactants are [NH2:1][C:2]1[N:7]=[C:6]([NH:8][C@@H:9]2[CH2:14][CH2:13][C@H:12]([O:15][CH2:16][CH2:17][OH:18])[CH2:11][CH2:10]2)[C:5](Br)=[C:4]([CH3:20])[N:3]=1.[C:21]([O:25][CH2:26][CH3:27])(=[O:24])[CH:22]=[CH2:23]. The catalyst is C(N(CC)CC)C.C1C=CC(P(C2C=CC=CC=2)C2C=CC=CC=2)=CC=1.C1C=CC(P(C2C=CC=CC=2)C2C=CC=CC=2)=CC=1.C1C=CC(P(C2C=CC=CC=2)C2C=CC=CC=2)=CC=1.C1C=CC(P(C2C=CC=CC=2)C2C=CC=CC=2)=CC=1.[Pd]. The product is [NH2:1][C:2]1[N:7]=[C:6]([NH:8][C@H:9]2[CH2:14][CH2:13][C@@H:12]([O:15][CH2:16][CH2:17][OH:18])[CH2:11][CH2:10]2)[C:5](/[CH:23]=[CH:22]/[C:21]([O:25][CH2:26][CH3:27])=[O:24])=[C:4]([CH3:20])[N:3]=1. The yield is 0.840. (2) The reactants are Br[C:2]1[CH:7]=[CH:6][CH:5]=[C:4]([Cl:8])[C:3]=1[F:9].C([Li])CCC.[B:15](OC)([O:18]C)[O:16]C.Cl. The catalyst is CCCCCC.O1CCCC1. The product is [Cl:8][C:4]1[C:3]([F:9])=[C:2]([B:15]([OH:18])[OH:16])[CH:7]=[CH:6][CH:5]=1. The yield is 0.350. (3) The reactants are [C:1]1([CH:7]([C:13]2[CH:18]=[CH:17][C:16]([N+:19]([O-])=O)=[C:15]([F:22])[CH:14]=2)[C:8]([O:10][CH2:11][CH3:12])=[O:9])[CH:6]=[CH:5][CH:4]=[CH:3][CH:2]=1. The catalyst is CCO.CC(=O)OCC. The product is [CH2:11]([O:10][C:8](=[O:9])[CH:7]([C:13]1[CH:18]=[CH:17][C:16]([NH2:19])=[C:15]([F:22])[CH:14]=1)[C:1]1[CH:2]=[CH:3][CH:4]=[CH:5][CH:6]=1)[CH3:12]. The yield is 0.975. (4) The reactants are [Cl:1][C:2]1[CH:13]=[CH:12][C:5]2[NH:6][C:7](=O)[O:8][C:9](=[O:10])[C:4]=2[CH:3]=1. The catalyst is CO.CN(C1C=CN=CC=1)C. The product is [CH3:7][O:8][C:9](=[O:10])[C:4]1[CH:3]=[C:2]([Cl:1])[CH:13]=[CH:12][C:5]=1[NH2:6]. The yield is 0.970. (5) The reactants are C[O:2][C:3](=[O:21])[CH2:4][CH2:5][CH2:6][CH2:7][N:8]1[C:12]([C:13]2[CH:18]=[CH:17][CH:16]=[CH:15][C:14]=2[O:19]C)=[CH:11][N:10]=[N:9]1.Br.[OH-].[Na+]. The catalyst is C(O)(=O)C. The product is [OH:19][C:14]1[CH:15]=[CH:16][CH:17]=[CH:18][C:13]=1[C:12]1[N:8]([CH2:7][CH2:6][CH2:5][CH2:4][C:3]([OH:21])=[O:2])[N:9]=[N:10][CH:11]=1. The yield is 0.800. (6) The reactants are C([N:8]1[CH2:13][CH2:12][N:11]([C:14]2[CH:15]=[C:16]3[C:20](=[CH:21][C:22]=2[O:23][CH3:24])[N:19]([C:25]2[CH:30]=[CH:29][CH:28]=[CH:27][CH:26]=2)[N:18]=[C:17]3[S:31]([C:34]2[CH:39]=[CH:38][CH:37]=[CH:36][CH:35]=2)(=[O:33])=[O:32])[CH2:10][CH2:9]1)C1C=CC=CC=1.[Cl:40]C(OC(Cl)=O)C. The catalyst is ClCCCl. The product is [ClH:40].[CH3:24][O:23][C:22]1[CH:21]=[C:20]2[C:16]([C:17]([S:31]([C:34]3[CH:39]=[CH:38][CH:37]=[CH:36][CH:35]=3)(=[O:32])=[O:33])=[N:18][N:19]2[C:25]2[CH:30]=[CH:29][CH:28]=[CH:27][CH:26]=2)=[CH:15][C:14]=1[N:11]1[CH2:12][CH2:13][NH:8][CH2:9][CH2:10]1. The yield is 0.820. (7) The reactants are C(N[CH:5]([CH3:7])[CH3:6])(C)C.[Li].C([Mg]Cl)C=C.[CH3:14][C:15]1[CH:16]([C:25](OCC)=[O:26])[C:17]2([CH2:22][CH2:23][CH:24]=1)[CH2:21][CH2:20][CH2:19][CH2:18]2.[NH4+].[Cl-]. The catalyst is C1COCC1.CC(OC)(C)C. The product is [CH3:14][C:15]1[CH2:24][CH2:23][CH2:22][C:17]2([CH2:21][CH2:20][CH2:19][CH2:18]2)[C:16]=1[C:25](=[O:26])/[CH:7]=[CH:5]/[CH3:6]. The yield is 0.170.